From a dataset of Forward reaction prediction with 1.9M reactions from USPTO patents (1976-2016). Predict the product of the given reaction. (1) Given the reactants [Br:1][C:2]1[CH:7]=[CH:6][CH:5]=[C:4]([CH2:8]Br)[C:3]=1[CH3:10].[NH:11]1[C:15]2[CH:16]=[CH:17][CH:18]=[CH:19][C:14]=2[N:13]=[CH:12]1.C(=O)([O-])[O-].[K+].[K+], predict the reaction product. The product is: [Br:1][C:2]1[C:3]([CH3:10])=[C:4]([CH:5]=[CH:6][CH:7]=1)[CH2:8][N:11]1[C:15]2[CH:16]=[CH:17][CH:18]=[CH:19][C:14]=2[N:13]=[CH:12]1. (2) Given the reactants [Cl:1][C:2]1[CH:3]=[C:4]([CH:7]=[C:8]([O:10][C:11]2[C:16]([F:17])=[CH:15][C:14]([Cl:18])=[C:13](F)[N:12]=2)[CH:9]=1)[C:5]#[N:6].[NH2:20][CH2:21][C:22]1[C:30]2[C:25](=[N:26][CH:27]=[CH:28][CH:29]=2)[NH:24][N:23]=1, predict the reaction product. The product is: [Cl:1][C:2]1[CH:3]=[C:4]([CH:7]=[C:8]([O:10][C:11]2[C:16]([F:17])=[CH:15][C:14]([Cl:18])=[C:13]([NH:20][CH2:21][C:22]3[C:30]4[C:25](=[N:26][CH:27]=[CH:28][CH:29]=4)[NH:24][N:23]=3)[N:12]=2)[CH:9]=1)[C:5]#[N:6].